Dataset: Peptide-MHC class I binding affinity with 185,985 pairs from IEDB/IMGT. Task: Regression. Given a peptide amino acid sequence and an MHC pseudo amino acid sequence, predict their binding affinity value. This is MHC class I binding data. (1) The peptide sequence is WCSQTSYQY. The MHC is HLA-A23:01 with pseudo-sequence HLA-A23:01. The binding affinity (normalized) is 0. (2) The peptide sequence is NNTSYRLI. The MHC is H-2-Kb with pseudo-sequence H-2-Kb. The binding affinity (normalized) is 0.360. (3) The peptide sequence is LICYQIEYI. The MHC is HLA-B15:01 with pseudo-sequence HLA-B15:01. The binding affinity (normalized) is 0.0847. (4) The peptide sequence is QAYAAPQLF. The MHC is HLA-B15:01 with pseudo-sequence HLA-B15:01. The binding affinity (normalized) is 0.674. (5) The peptide sequence is IEVKFHPIL. The MHC is HLA-B08:03 with pseudo-sequence HLA-B08:03. The binding affinity (normalized) is 0.0847. (6) The binding affinity (normalized) is 0.0972. The peptide sequence is AENLWVTVY. The MHC is HLA-B57:01 with pseudo-sequence HLA-B57:01. (7) The peptide sequence is VYSDVETPHL. The MHC is HLA-A01:01 with pseudo-sequence HLA-A01:01. The binding affinity (normalized) is 0.472. (8) The peptide sequence is KLINTLFHA. The MHC is HLA-B57:01 with pseudo-sequence HLA-B57:01. The binding affinity (normalized) is 0.0847. (9) The peptide sequence is HLSGPLAGV. The MHC is HLA-B27:05 with pseudo-sequence HLA-B27:05. The binding affinity (normalized) is 0.0847.